Predict the reaction yield, written as a fraction of the theoretical maximum amount of product (1.0 means a 100% yield; for example, 0.34 means a 34% yield). From a dataset of Reaction yield outcomes from USPTO patents with 853,638 reactions. (1) The reactants are Cl[C:2]1[C:7]([C:8]#[N:9])=[CH:6][N:5]=[C:4]([S:10][CH3:11])[N:3]=1.[CH:12]1([C:15]([NH2:18])([CH3:17])[CH3:16])[CH2:14][CH2:13]1.CCN(C(C)C)C(C)C.O. The catalyst is CN(C=O)C. The product is [CH:12]1([C:15]([NH:18][C:2]2[C:7]([C:8]#[N:9])=[CH:6][N:5]=[C:4]([S:10][CH3:11])[N:3]=2)([CH3:17])[CH3:16])[CH2:14][CH2:13]1. The yield is 0.660. (2) The reactants are [CH3:1][N:2]1[CH:6]=[C:5]([CH:7]=[O:8])[CH:4]=[N:3]1.C(=O)([O-])[O-].[K+].[K+].[F:15][C:16]([Si](C)(C)C)([F:18])[F:17]. The catalyst is CN(C)C=O. The product is [F:15][C:16]([F:18])([F:17])[CH:7]([C:5]1[CH:4]=[N:3][N:2]([CH3:1])[CH:6]=1)[OH:8]. The yield is 0.470. (3) The reactants are C([O:5][C:6]([N:8]1[CH2:13][CH2:12][C:11]2[N:14]([CH2:38][CH:39]([OH:52])[CH2:40][N:41]3[CH2:51][CH2:50][C:44]4([C:48](=[O:49])[NH:47][CH2:46][CH2:45]4)[CH2:43][CH2:42]3)[N:15]=[C:16]([C:17]3[CH:22]=[CH:21][C:20]([C:23]([F:26])([F:25])[F:24])=[C:19]([CH2:27][NH:28][C:29](=[O:37])[C:30]4[CH:35]=[CH:34][C:33]([F:36])=[CH:32][CH:31]=4)[CH:18]=3)[C:10]=2[CH2:9]1)=O)(C)(C)C.C(O)(C(F)(F)F)=O.[N:60]1C=CC=CC=1.C[Si](N=C=O)(C)C. The catalyst is C(Cl)Cl.CN(C1C=CN=CC=1)C. The product is [F:36][C:33]1[CH:34]=[CH:35][C:30]([C:29]([NH:28][CH2:27][C:19]2[CH:18]=[C:17]([C:16]3[C:10]4[CH2:9][N:8]([C:6]([NH2:60])=[O:5])[CH2:13][CH2:12][C:11]=4[N:14]([CH2:38][CH:39]([OH:52])[CH2:40][N:41]4[CH2:51][CH2:50][C:44]5([C:48](=[O:49])[NH:47][CH2:46][CH2:45]5)[CH2:43][CH2:42]4)[N:15]=3)[CH:22]=[CH:21][C:20]=2[C:23]([F:24])([F:25])[F:26])=[O:37])=[CH:31][CH:32]=1. The yield is 0.420. (4) The reactants are [CH3:1][O:2][C:3](=[O:13])[C:4]1[CH:9]=[CH:8][C:7]([F:10])=[C:6]([CH2:11]Br)[CH:5]=1.[I:14][C:15]1[CH:20]=[CH:19][C:18]([OH:21])=[CH:17][CH:16]=1.C(=O)([O-])[O-].[K+].[K+]. The catalyst is CC(C)=O. The product is [CH3:1][O:2][C:3](=[O:13])[C:4]1[CH:9]=[CH:8][C:7]([F:10])=[C:6]([CH2:11][O:21][C:18]2[CH:19]=[CH:20][C:15]([I:14])=[CH:16][CH:17]=2)[CH:5]=1. The yield is 0.744. (5) The yield is 0.406. The catalyst is CO.CS(C)=O. The reactants are [CH3:1][C:2](C)([O-])C.[K+].[CH3:7][CH:8]([C:12]([CH3:14])=[O:13])[C:9]([O-:11])=[O:10].Cl[C:16]1[C:21]([C:22]#[N:23])=[C:20]([NH:24][CH3:25])[C:19]([N+:26]([O-:28])=[O:27])=[CH:18][CH:17]=1.[NH4+].[Cl-]. The product is [CH2:1]([O:10][C:9](=[O:11])[C:8]([C:16]1[CH:17]=[CH:18][C:19]([N+:26]([O-:28])=[O:27])=[C:20]([NH:24][CH3:25])[C:21]=1[C:22]#[N:23])([CH3:7])[C:12](=[O:13])[CH3:14])[CH3:2]. (6) The reactants are [NH:1]([C:18]([O:20][C:21]([CH3:24])([CH3:23])[CH3:22])=[O:19])[C@@H:2]([C:8]([O:10][CH2:11][C:12]1[CH:17]=[CH:16][CH:15]=[CH:14][CH:13]=1)=[O:9])[CH2:3][CH2:4][C:5](=[O:7])[OH:6].[CH3:25][Si](C=[N+]=[N-])(C)C.[CH3:32][C:33]([O:36][C:37](O[C:37]([O:36][C:33]([CH3:35])([CH3:34])[CH3:32])=[O:38])=[O:38])([CH3:35])[CH3:34]. The catalyst is C(Cl)Cl.CO.CC#N.CN(C1C=CN=CC=1)C. The product is [C:21]([O:20][C:18]([N:1]([C:37]([O:36][C:33]([CH3:35])([CH3:34])[CH3:32])=[O:38])[C@@H:2]([C:8]([O:10][CH2:11][C:12]1[CH:13]=[CH:14][CH:15]=[CH:16][CH:17]=1)=[O:9])[CH2:3][CH2:4][C:5]([O:6][CH3:25])=[O:7])=[O:19])([CH3:24])([CH3:23])[CH3:22]. The yield is 0.720.